This data is from Reaction yield outcomes from USPTO patents with 853,638 reactions. The task is: Predict the reaction yield, written as a fraction of the theoretical maximum amount of product (1.0 means a 100% yield; for example, 0.34 means a 34% yield). The reactants are Cl[C:2]1[C:3]2[CH2:13][N:12]([C:14]([O:16][C:17]([CH3:20])([CH3:19])[CH3:18])=[O:15])[CH2:11][CH2:10][C:4]=2[N:5]=[C:6]([S:8][CH3:9])[N:7]=1.[Cl:21][C:22]1[CH:27]=[C:26]([Cl:28])[CH:25]=[CH:24][C:23]=1[OH:29].C[Si]([N-][Si](C)(C)C)(C)C.[Na+]. The catalyst is O1CCCC1. The product is [Cl:21][C:22]1[CH:27]=[C:26]([Cl:28])[CH:25]=[CH:24][C:23]=1[O:29][C:2]1[C:3]2[CH2:13][N:12]([C:14]([O:16][C:17]([CH3:20])([CH3:19])[CH3:18])=[O:15])[CH2:11][CH2:10][C:4]=2[N:5]=[C:6]([S:8][CH3:9])[N:7]=1. The yield is 0.370.